This data is from Reaction yield outcomes from USPTO patents with 853,638 reactions. The task is: Predict the reaction yield, written as a fraction of the theoretical maximum amount of product (1.0 means a 100% yield; for example, 0.34 means a 34% yield). The reactants are [CH2:1]([C:8]1[CH:13]=[C:12]([CH3:14])[N:11]=[C:10](Cl)[N:9]=1)[C:2]1[CH:7]=[CH:6][CH:5]=[CH:4][CH:3]=1.[CH3:16][O:17][C:18]1[CH:19]=[C:20]([NH2:30])[CH:21]=[CH:22][C:23]=1[C:24]1[S:28][C:27]([CH3:29])=[N:26][CH:25]=1. The catalyst is CCCCCCC.C(OCC)(=O)C. The product is [CH2:1]([C:8]1[CH:13]=[C:12]([CH3:14])[N:11]=[C:10]([NH:30][C:20]2[CH:21]=[CH:22][C:23]([C:24]3[S:28][C:27]([CH3:29])=[N:26][CH:25]=3)=[C:18]([O:17][CH3:16])[CH:19]=2)[N:9]=1)[C:2]1[CH:7]=[CH:6][CH:5]=[CH:4][CH:3]=1. The yield is 0.690.